From a dataset of Peptide-MHC class II binding affinity with 134,281 pairs from IEDB. Regression. Given a peptide amino acid sequence and an MHC pseudo amino acid sequence, predict their binding affinity value. This is MHC class II binding data. (1) The binding affinity (normalized) is 0.533. The MHC is DRB1_0101 with pseudo-sequence DRB1_0101. The peptide sequence is EDDLNELADINWLNL. (2) The peptide sequence is FDISKISGEWYSIFL. The MHC is HLA-DQA10501-DQB10201 with pseudo-sequence HLA-DQA10501-DQB10201. The binding affinity (normalized) is 0.232. (3) The peptide sequence is PEFSELFAAFPSFAG. The MHC is HLA-DPA10103-DPB10201 with pseudo-sequence HLA-DPA10103-DPB10201. The binding affinity (normalized) is 0.697. (4) The peptide sequence is EMGANLCVERVLDCR. The MHC is DRB1_0404 with pseudo-sequence DRB1_0404. The binding affinity (normalized) is 0.626. (5) The peptide sequence is LSDISLKLTSGKIAS. The MHC is DRB1_0301 with pseudo-sequence DRB1_0301. The binding affinity (normalized) is 0.130. (6) The peptide sequence is LQSLGAEIAVEQAAL. The MHC is HLA-DPA10103-DPB10301 with pseudo-sequence HLA-DPA10103-DPB10301. The binding affinity (normalized) is 0.541. (7) The peptide sequence is DMLKLFEFNKKAIET. The MHC is H-2-IAb with pseudo-sequence H-2-IAb. The binding affinity (normalized) is 0.0880. (8) The peptide sequence is GANYFLQISRVNDLN. The MHC is HLA-DQA10501-DQB10301 with pseudo-sequence HLA-DQA10501-DQB10301. The binding affinity (normalized) is 0.755. (9) The peptide sequence is SPAIFQSSMTKILEP. The MHC is DRB1_1101 with pseudo-sequence DRB1_1101. The binding affinity (normalized) is 0.389. (10) The peptide sequence is YVLARPKLRPITGDD. The MHC is HLA-DQA10301-DQB10302 with pseudo-sequence HLA-DQA10301-DQB10302. The binding affinity (normalized) is 0.